From a dataset of Reaction yield outcomes from USPTO patents with 853,638 reactions. Predict the reaction yield, written as a fraction of the theoretical maximum amount of product (1.0 means a 100% yield; for example, 0.34 means a 34% yield). (1) The reactants are [CH3:1][O:2][CH2:3][CH2:4][O:5][CH2:6][CH2:7][N:8]1[C:20]2[CH:19]=[CH:18][C:17]([CH:21]=O)=[CH:16][C:15]=2[C:14]2[C:9]1=[CH:10][CH:11]=[CH:12][CH:13]=2.[I-:23].[CH3:24][N+:25]1[C:34]2[C:29](=[CH:30][CH:31]=[CH:32][CH:33]=2)[C:28]([CH3:35])=[CH:27][CH:26]=1.N1CCCCC1. The catalyst is C(O)C. The product is [I-:23].[CH3:1][O:2][CH2:3][CH2:4][O:5][CH2:6][CH2:7][N:8]1[C:20]2[CH:19]=[CH:18][C:17](/[CH:21]=[CH:35]/[C:28]3[C:29]4[C:34](=[CH:33][CH:32]=[CH:31][CH:30]=4)[N+:25]([CH3:24])=[CH:26][CH:27]=3)=[CH:16][C:15]=2[C:14]2[C:9]1=[CH:10][CH:11]=[CH:12][CH:13]=2. The yield is 0.560. (2) The catalyst is C(C(C)=O)C. The yield is 0.950. The product is [OH:17][C:12]1[CH:13]=[CH:14][C:15]([NH:16][C:2]2[N:4]=[C:5]([NH:16][C:15]3[CH:14]=[CH:13][C:12]([OH:17])=[CH:11][CH:10]=3)[N:7]=[C:8]([NH:16][C:15]3[CH:10]=[CH:19][C:18]([OH:21])=[CH:13][CH:14]=3)[N:1]=2)=[CH:10][CH:11]=1. The reactants are [N:1]1[C:8](Cl)=[N:7][C:5](Cl)=[N:4][C:2]=1Cl.[CH:10]1[C:15]([NH2:16])=[CH:14][CH:13]=[C:12]([OH:17])[CH:11]=1.[C:18]([O-:21])(=O)[CH3:19].[Na+]. (3) The reactants are [CH3:1][N:2]([CH3:23])[CH2:3][CH2:4][O:5][C:6]1[CH:7]=[C:8]([CH3:22])[C:9]2[CH:13]([CH2:14][C:15]([O:17]CC)=[O:16])[O:12][B:11]([OH:20])[C:10]=2[CH:21]=1.[Li+].[OH-].[ClH:26]. The catalyst is C1COCC1.O.O. The yield is 0.150. The product is [ClH:26].[CH3:23][N:2]([CH3:1])[CH2:3][CH2:4][O:5][C:6]1[CH:7]=[C:8]([CH3:22])[C:9]2[CH:13]([CH2:14][C:15]([OH:17])=[O:16])[O:12][B:11]([OH:20])[C:10]=2[CH:21]=1. (4) The reactants are C(O[C:4](=[O:11])[C:5]1[CH:10]=[CH:9][N:8]=[CH:7][CH:6]=1)C.[CH:12]1([NH2:15])[CH2:14][CH2:13]1. No catalyst specified. The product is [CH:12]1([NH:15][C:4](=[O:11])[C:5]2[CH:6]=[CH:7][N:8]=[CH:9][CH:10]=2)[CH2:14][CH2:13]1. The yield is 0.500. (5) The reactants are Br[CH2:2][C:3]1[CH:8]=[CH:7][C:6]([CH2:9][C:10]([OH:12])=O)=[CH:5][CH:4]=1.[NH3:13].CCO. No catalyst specified. The product is [NH2:13][CH2:2][C:3]1[CH:8]=[CH:7][C:6]([CH2:9][CH2:10][OH:12])=[CH:5][CH:4]=1. The yield is 0.770.